Dataset: Retrosynthesis with 50K atom-mapped reactions and 10 reaction types from USPTO. Task: Predict the reactants needed to synthesize the given product. (1) The reactants are: CCOC(=O)C1(N)Cc2ccccc2C1.COc1cccc(C(=O)O)c1C. Given the product CCOC(=O)C1(NC(=O)c2cccc(OC)c2C)Cc2ccccc2C1, predict the reactants needed to synthesize it. (2) Given the product COC(=O)Cc1c(C)n(-c2ccc(Cl)cc2)c2ncccc12, predict the reactants needed to synthesize it. The reactants are: COC(=O)Cc1c(C)[nH]c2ncccc12.Clc1ccc(I)cc1. (3) Given the product CC(=O)OC1CNC1, predict the reactants needed to synthesize it. The reactants are: CC(=O)OC1CN(C(=O)OC(C)(C)C)C1.